Dataset: Reaction yield outcomes from USPTO patents with 853,638 reactions. Task: Predict the reaction yield, written as a fraction of the theoretical maximum amount of product (1.0 means a 100% yield; for example, 0.34 means a 34% yield). (1) The reactants are [CH3:1][N:2]([CH3:22])[C:3]1[CH:8]=[CH:7][C:6]([C:9]2[N:18]=[C:17]([C:19](O)=[O:20])[C:16]3[C:11](=[CH:12][CH:13]=[CH:14][CH:15]=3)[N:10]=2)=[CH:5][CH:4]=1.Cl.[OH:24][C:25]1[C:34]([N:35]([CH3:37])[CH3:36])=[CH:33][CH:32]=[C:31]2[C:26]=1[CH2:27][CH2:28][NH:29][CH2:30]2. No catalyst specified. The product is [CH3:1][N:2]([CH3:22])[C:3]1[CH:8]=[CH:7][C:6]([C:9]2[N:18]=[C:17]([C:19]([N:29]3[CH2:28][CH2:27][C:26]4[C:31](=[CH:32][CH:33]=[C:34]([N:35]([CH3:37])[CH3:36])[C:25]=4[OH:24])[CH2:30]3)=[O:20])[C:16]3[C:11](=[CH:12][CH:13]=[CH:14][CH:15]=3)[N:10]=2)=[CH:5][CH:4]=1. The yield is 0.100. (2) The reactants are [CH3:1][C:2]1[CH:6]=[C:5]([C:7]([OH:9])=O)[N:4]([C:10]2[CH:15]=[CH:14][CH:13]=[CH:12][CH:11]=2)[N:3]=1.CN(C)C=O.C(Cl)(=O)C(Cl)=O.[NH2:27][C:28]1[CH:29]=[C:30]([CH:47]=[CH:48][CH:49]=1)[O:31][C:32]1[CH:33]=[CH:34][C:35]2[N:36]([CH:38]=[C:39]([NH:41][C:42]([CH:44]3[CH2:46][CH2:45]3)=[O:43])[N:40]=2)[N:37]=1. The catalyst is CN(C)C(=O)C.O1CCCC1. The product is [CH:44]1([C:42]([NH:41][C:39]2[N:40]=[C:35]3[CH:34]=[CH:33][C:32]([O:31][C:30]4[CH:29]=[C:28]([NH:27][C:7]([C:5]5[N:4]([C:10]6[CH:15]=[CH:14][CH:13]=[CH:12][CH:11]=6)[N:3]=[C:2]([CH3:1])[CH:6]=5)=[O:9])[CH:49]=[CH:48][CH:47]=4)=[N:37][N:36]3[CH:38]=2)=[O:43])[CH2:45][CH2:46]1. The yield is 0.710. (3) The reactants are [Br:1][C:2]1[N:6]([S:7]([C:10]2[CH:15]=[CH:14][CH:13]=[CH:12][CH:11]=2)(=[O:9])=[O:8])[CH:5]=[C:4]([CH2:16][NH:17][CH3:18])[CH:3]=1.[C:19](=[O:22])([O-])[OH:20].[Na+]. The catalyst is C(OCC)(=O)C. The product is [Br:1][C:2]1[N:6]([S:7]([C:10]2[CH:15]=[CH:14][CH:13]=[CH:12][CH:11]=2)(=[O:9])=[O:8])[CH:5]=[C:4]([CH2:16][N:17]([CH3:18])[C:19](=[O:22])[O:20][C:4]([CH3:16])([CH3:5])[CH3:3])[CH:3]=1. The yield is 0.730. (4) The catalyst is CN(C)C=O.O.C1C=CC(P(C2C=CC=CC=2)[C-]2C=CC=C2)=CC=1.C1C=CC(P(C2C=CC=CC=2)[C-]2C=CC=C2)=CC=1.Cl[Pd]Cl.[Fe+2].C(Cl)Cl. The yield is 0.440. The reactants are [F:1][C:2]1[CH:3]=[C:4](B(O)O)[CH:5]=[CH:6][CH:7]=1.Cl[C:12]1[CH:13]=[CH:14][C:15]2[N:16]([C:18]([CH2:21][O:22][C:23]3[C:32]4[C:27](=[CH:28][C:29]([O:33][CH3:34])=[CH:30][CH:31]=4)[N:26]=[CH:25][CH:24]=3)=[N:19][N:20]=2)[N:17]=1.C(=O)([O-])[O-].[K+].[K+]. The product is [F:1][C:2]1[CH:3]=[C:4]([C:12]2[CH:13]=[CH:14][C:15]3[N:16]([C:18]([CH2:21][O:22][C:23]4[C:32]5[C:27](=[CH:28][C:29]([O:33][CH3:34])=[CH:30][CH:31]=5)[N:26]=[CH:25][CH:24]=4)=[N:19][N:20]=3)[N:17]=2)[CH:5]=[CH:6][CH:7]=1. (5) The reactants are C1([O:7][C:8](=O)[NH:9][C:10]2[CH:15]=[C:14]([O:16][C:17]3[CH:22]=[CH:21][C:20]([NH:23][C:24]([C:26]4([C:29](=[O:38])[NH:30][C:31]5[CH:36]=[CH:35][C:34]([F:37])=[CH:33][CH:32]=5)[CH2:28][CH2:27]4)=[O:25])=[CH:19][C:18]=3[F:39])[N:13]=[CH:12][N:11]=2)C=CC=CC=1.[CH3:41][N:42]1[CH2:47][CH2:46][CH:45]([NH:48][CH3:49])[CH2:44][CH2:43]1. The catalyst is CN(C)C=O. The product is [F:39][C:18]1[CH:19]=[C:20]([NH:23][C:24]([C:26]2([C:29]([NH:30][C:31]3[CH:32]=[CH:33][C:34]([F:37])=[CH:35][CH:36]=3)=[O:38])[CH2:28][CH2:27]2)=[O:25])[CH:21]=[CH:22][C:17]=1[O:16][C:14]1[CH:15]=[C:10]([NH:9][C:8]([N:48]([CH3:49])[CH:45]2[CH2:46][CH2:47][N:42]([CH3:41])[CH2:43][CH2:44]2)=[O:7])[N:11]=[CH:12][N:13]=1. The yield is 0.793. (6) The reactants are [CH2:1]([O:3][CH:4]([O:16][CH2:17][CH3:18])[CH:5]=[CH:6]B1OC(C)(C)C(C)(C)O1)[CH3:2].Br[C:20]1[C:25]([N+:26]([O-:28])=[O:27])=[CH:24][CH:23]=[CH:22][C:21]=1[F:29].C(=O)([O-])[O-].[Cs+].[Cs+]. The catalyst is O1CCOCC1.O.[Pd+2].ClC1C=C[C-](P(C2C=CC=CC=2)C2C=CC=CC=2)C=1Cl.[C-]1(P(C2C=CC=CC=2)C2C=CC=CC=2)C=CC=C1.[Fe+2]. The product is [CH2:17]([O:16][CH:4]([O:3][CH2:1][CH3:2])/[CH:5]=[CH:6]/[C:20]1[C:25]([N+:26]([O-:28])=[O:27])=[CH:24][CH:23]=[CH:22][C:21]=1[F:29])[CH3:18]. The yield is 0.609.